From a dataset of NCI-60 drug combinations with 297,098 pairs across 59 cell lines. Regression. Given two drug SMILES strings and cell line genomic features, predict the synergy score measuring deviation from expected non-interaction effect. (1) Drug 1: CC1=C(C=C(C=C1)NC(=O)C2=CC=C(C=C2)CN3CCN(CC3)C)NC4=NC=CC(=N4)C5=CN=CC=C5. Drug 2: C1C(C(OC1N2C=NC3=C2NC=NCC3O)CO)O. Cell line: NCI-H322M. Synergy scores: CSS=9.23, Synergy_ZIP=-2.21, Synergy_Bliss=2.31, Synergy_Loewe=1.11, Synergy_HSA=1.70. (2) Drug 1: CC1OCC2C(O1)C(C(C(O2)OC3C4COC(=O)C4C(C5=CC6=C(C=C35)OCO6)C7=CC(=C(C(=C7)OC)O)OC)O)O. Drug 2: CC1=C(C(=O)C2=C(C1=O)N3CC4C(C3(C2COC(=O)N)OC)N4)N. Cell line: NCI-H522. Synergy scores: CSS=40.8, Synergy_ZIP=-9.87, Synergy_Bliss=-3.10, Synergy_Loewe=1.60, Synergy_HSA=3.21. (3) Cell line: SF-295. Synergy scores: CSS=-5.48, Synergy_ZIP=2.73, Synergy_Bliss=4.96, Synergy_Loewe=0.0537, Synergy_HSA=-0.246. Drug 1: CC1=C(C=C(C=C1)NC(=O)C2=CC=C(C=C2)CN3CCN(CC3)C)NC4=NC=CC(=N4)C5=CN=CC=C5. Drug 2: C1CNP(=O)(OC1)N(CCCl)CCCl. (4) Drug 1: CC1C(C(CC(O1)OC2CC(CC3=C2C(=C4C(=C3O)C(=O)C5=C(C4=O)C(=CC=C5)OC)O)(C(=O)C)O)N)O.Cl. Drug 2: C1=CC(=CC=C1CCCC(=O)O)N(CCCl)CCCl. Cell line: SNB-75. Synergy scores: CSS=32.9, Synergy_ZIP=-1.94, Synergy_Bliss=8.01, Synergy_Loewe=-18.6, Synergy_HSA=8.18.